From a dataset of NCI-60 drug combinations with 297,098 pairs across 59 cell lines. Regression. Given two drug SMILES strings and cell line genomic features, predict the synergy score measuring deviation from expected non-interaction effect. (1) Drug 1: C1CC(=O)NC(=O)C1N2CC3=C(C2=O)C=CC=C3N. Drug 2: CCN(CC)CCNC(=O)C1=C(NC(=C1C)C=C2C3=C(C=CC(=C3)F)NC2=O)C. Cell line: LOX IMVI. Synergy scores: CSS=3.42, Synergy_ZIP=-3.70, Synergy_Bliss=-6.60, Synergy_Loewe=-4.37, Synergy_HSA=-4.27. (2) Drug 1: C1=NC2=C(N1)C(=S)N=CN2. Drug 2: C1CC(=O)NC(=O)C1N2C(=O)C3=CC=CC=C3C2=O. Cell line: NCIH23. Synergy scores: CSS=15.4, Synergy_ZIP=-7.24, Synergy_Bliss=2.33, Synergy_Loewe=-19.4, Synergy_HSA=-1.81. (3) Drug 1: C1CN1C2=NC(=NC(=N2)N3CC3)N4CC4. Drug 2: C#CCC(CC1=CN=C2C(=N1)C(=NC(=N2)N)N)C3=CC=C(C=C3)C(=O)NC(CCC(=O)O)C(=O)O. Cell line: RPMI-8226. Synergy scores: CSS=47.6, Synergy_ZIP=3.95, Synergy_Bliss=-4.08, Synergy_Loewe=-5.16, Synergy_HSA=-5.80. (4) Drug 1: C1C(C(OC1N2C=NC3=C2NC=NCC3O)CO)O. Drug 2: B(C(CC(C)C)NC(=O)C(CC1=CC=CC=C1)NC(=O)C2=NC=CN=C2)(O)O. Cell line: 786-0. Synergy scores: CSS=49.4, Synergy_ZIP=1.49, Synergy_Bliss=1.11, Synergy_Loewe=-16.8, Synergy_HSA=-1.63. (5) Drug 1: C1=CC=C(C(=C1)C(C2=CC=C(C=C2)Cl)C(Cl)Cl)Cl. Drug 2: CC1CCCC2(C(O2)CC(NC(=O)CC(C(C(=O)C(C1O)C)(C)C)O)C(=CC3=CSC(=N3)C)C)C. Cell line: CCRF-CEM. Synergy scores: CSS=61.6, Synergy_ZIP=5.40, Synergy_Bliss=0.0218, Synergy_Loewe=-31.7, Synergy_HSA=0.711. (6) Synergy scores: CSS=0.309, Synergy_ZIP=-0.0714, Synergy_Bliss=0.0258, Synergy_Loewe=1.85, Synergy_HSA=-0.861. Drug 2: C(CCl)NC(=O)N(CCCl)N=O. Cell line: OVCAR-5. Drug 1: C1=NC2=C(N=C(N=C2N1C3C(C(C(O3)CO)O)F)Cl)N. (7) Drug 1: CC1=C(C(CCC1)(C)C)C=CC(=CC=CC(=CC(=O)O)C)C. Drug 2: CS(=O)(=O)OCCCCOS(=O)(=O)C. Cell line: HCT-15. Synergy scores: CSS=11.2, Synergy_ZIP=5.52, Synergy_Bliss=-0.330, Synergy_Loewe=4.90, Synergy_HSA=-4.93. (8) Drug 1: CCN(CC)CCCC(C)NC1=C2C=C(C=CC2=NC3=C1C=CC(=C3)Cl)OC. Drug 2: CC1C(C(CC(O1)OC2CC(CC3=C2C(=C4C(=C3O)C(=O)C5=C(C4=O)C(=CC=C5)OC)O)(C(=O)CO)O)N)O.Cl. Cell line: NCI-H460. Synergy scores: CSS=45.9, Synergy_ZIP=-1.39, Synergy_Bliss=-4.58, Synergy_Loewe=-16.3, Synergy_HSA=-3.08. (9) Drug 1: CN(C)C1=NC(=NC(=N1)N(C)C)N(C)C. Drug 2: CCCS(=O)(=O)NC1=C(C(=C(C=C1)F)C(=O)C2=CNC3=C2C=C(C=N3)C4=CC=C(C=C4)Cl)F. Cell line: UACC-257. Synergy scores: CSS=12.6, Synergy_ZIP=-2.73, Synergy_Bliss=-6.88, Synergy_Loewe=-50.0, Synergy_HSA=-10.5.